Task: Predict the product of the given reaction.. Dataset: Forward reaction prediction with 1.9M reactions from USPTO patents (1976-2016) (1) Given the reactants C[O:2][C:3]([C:5]1([CH2:11][S:12]([N:15]2[CH2:20][CH2:19][N:18]([C:21]3[CH:26]=[CH:25][C:24]([C:27]4[CH:28]=[N:29][CH:30]=[CH:31][CH:32]=4)=[CH:23][CH:22]=3)[CH2:17][CH2:16]2)(=[O:14])=[O:13])[CH2:10][CH2:9][O:8][CH2:7][CH2:6]1)=[O:4].O.[OH-].[Li+].CO.O, predict the reaction product. The product is: [N:29]1[CH:30]=[CH:31][CH:32]=[C:27]([C:24]2[CH:23]=[CH:22][C:21]([N:18]3[CH2:19][CH2:20][N:15]([S:12]([CH2:11][C:5]4([C:3]([OH:4])=[O:2])[CH2:6][CH2:7][O:8][CH2:9][CH2:10]4)(=[O:14])=[O:13])[CH2:16][CH2:17]3)=[CH:26][CH:25]=2)[CH:28]=1. (2) Given the reactants FC1C=CC(C(F)(F)F)=CC=1[NH:12][C:13]([C:15]1[CH:20]=[CH:19][C:18]([N:21]2[CH2:26][CH2:25][N:24]([C:27]3[CH:35]=[CH:34][C:30]([C:31]([OH:33])=[O:32])=[CH:29][CH:28]=3)[CH2:23][CH2:22]2)=[CH:17][CH:16]=1)=[O:14].C(C1SC(NC(C2C=CC(N3CCN(C4C=CC(C(O)=O)=CC=4)CC3)=CC=2)=O)=NC=1C1C=CC=CC=1)C.C(OC(=O)C1C=CC(N2CCN(C3C=CC(C(O)=O)=CC=3)CC2)=CC=1)(C)(C)C.[CH3:101][O:102][C:103]1[C:108]2[N:109]=[C:110](N)[S:111][C:107]=2[CH:106]=[CH:105][CH:104]=1, predict the reaction product. The product is: [CH3:101][O:102][C:103]1[C:108]2[N:109]=[C:110]([NH:12][C:13]([C:15]3[CH:20]=[CH:19][C:18]([N:21]4[CH2:22][CH2:23][N:24]([C:27]5[CH:35]=[CH:34][C:30]([C:31]([OH:33])=[O:32])=[CH:29][CH:28]=5)[CH2:25][CH2:26]4)=[CH:17][CH:16]=3)=[O:14])[S:111][C:107]=2[CH:106]=[CH:105][CH:104]=1.